This data is from Peptide-MHC class II binding affinity with 134,281 pairs from IEDB. The task is: Regression. Given a peptide amino acid sequence and an MHC pseudo amino acid sequence, predict their binding affinity value. This is MHC class II binding data. (1) The peptide sequence is FGQNTSAIAAAEAQY. The MHC is DRB1_0404 with pseudo-sequence DRB1_0404. The binding affinity (normalized) is 0.0763. (2) The peptide sequence is YDKFLANVSTVLNGK. The MHC is DRB1_0401 with pseudo-sequence DRB1_0401. The binding affinity (normalized) is 0.676. (3) The peptide sequence is HDGGCRKELAAVSVD. The MHC is HLA-DQA10101-DQB10501 with pseudo-sequence HLA-DQA10101-DQB10501. The binding affinity (normalized) is 0.0294.